This data is from Full USPTO retrosynthesis dataset with 1.9M reactions from patents (1976-2016). The task is: Predict the reactants needed to synthesize the given product. (1) Given the product [CH:13]([NH2:14])([CH3:18])[CH3:12].[CH3:22][N:23]([CH3:25])[NH:24][C:3]([C:5]1[O:9][N:8]=[C:7]([O:10][CH2:11][C:12]2[C:13]([CH2:18][CH2:19][CH2:20][CH3:21])=[N:14][O:15][C:16]=2[CH3:17])[CH:6]=1)=[O:4], predict the reactants needed to synthesize it. The reactants are: CO[C:3]([C:5]1[O:9][N:8]=[C:7]([O:10][CH2:11][C:12]2[C:13]([CH2:18][CH2:19][CH2:20][CH3:21])=[N:14][O:15][C:16]=2[CH3:17])[CH:6]=1)=[O:4].[CH3:22][N:23]([CH3:25])[NH2:24]. (2) The reactants are: Cl[C:2]1[C:11]([CH2:12]O)=[C:10]([CH2:14][CH3:15])[C:9]2[C:4](=[CH:5][C:6]([F:18])=[C:7]([O:16][CH3:17])[CH:8]=2)[N:3]=1.[CH2:19]([C:21]1([OH:34])[C:31]2[CH:30]=[CH:29][NH:28][C:27](=[O:32])[C:26]=2[CH2:25][O:24][C:23](=[O:33])[CH2:22]1)[CH3:20]. Given the product [CH2:19]([C:21]1([OH:34])[C:31]2[CH:30]=[C:29]3[N:28]([CH2:12][C:11]4[C:2]3=[N:3][C:4]3[CH:5]=[C:6]([F:18])[C:7]([O:16][CH3:17])=[CH:8][C:9]=3[C:10]=4[CH2:14][CH3:15])[C:27](=[O:32])[C:26]=2[CH2:25][O:24][C:23](=[O:33])[CH2:22]1)[CH3:20], predict the reactants needed to synthesize it. (3) Given the product [Cl:18][C:16]1[CH:17]=[CH:12][C:13]([C:19]2[C:24]([C:25]3[NH:26][CH:27]=[CH:28][N:29]=3)=[CH:23][N:22]=[C:21]([NH:30][CH2:31][CH2:32][NH:33][C:34]3[CH:39]=[CH:38][C:37]([N+:40]([O-:42])=[O:41])=[CH:36][N:35]=3)[N:20]=2)=[CH:14][CH:15]=1, predict the reactants needed to synthesize it. The reactants are: ClC1C=CC(C(Cl)=O)=CC=1.Cl[C:12]1[CH:17]=[C:16]([Cl:18])[CH:15]=[CH:14][C:13]=1[C:19]1[C:24]([C:25]2[NH:26][CH:27]=[CH:28][N:29]=2)=[CH:23][N:22]=[C:21]([NH:30][CH2:31][CH2:32][NH:33][C:34]2[CH:39]=[CH:38][C:37]([N+:40]([O-:42])=[O:41])=[CH:36][N:35]=2)[N:20]=1. (4) Given the product [CH2:16]([O:14][CH2:13][CH:10]1[CH2:11][CH2:12][C:7]2([O:6][CH2:5][CH2:4][O:3]2)[CH2:8][CH2:9]1)[C:17]#[C:18][CH3:19], predict the reactants needed to synthesize it. The reactants are: [H-].[Na+].[O:3]1[C:7]2([CH2:12][CH2:11][CH:10]([CH2:13][OH:14])[CH2:9][CH2:8]2)[O:6][CH2:5][CH2:4]1.Br[CH2:16][C:17]#[C:18][CH3:19]. (5) Given the product [O:29]=[C:27]1[NH:26][C:25](=[O:30])[CH:24]([CH2:23][C:20]2[CH:19]=[CH:18][C:17]([C:13]3[CH:14]=[CH:15][CH:16]=[C:11]([CH2:10][N:9]([CH3:8])[C:36](=[O:37])[C:35]4[CH:39]=[CH:40][C:32]([CH3:31])=[CH:33][CH:34]=4)[CH:12]=3)=[CH:22][CH:21]=2)[S:28]1, predict the reactants needed to synthesize it. The reactants are: FC(F)(F)C(O)=O.[CH3:8][NH:9][CH2:10][C:11]1[CH:12]=[C:13]([C:17]2[CH:22]=[CH:21][C:20]([CH2:23][CH:24]3[S:28][C:27](=[O:29])[NH:26][C:25]3=[O:30])=[CH:19][CH:18]=2)[CH:14]=[CH:15][CH:16]=1.[CH3:31][C:32]1[CH:40]=[CH:39][C:35]([C:36](Cl)=[O:37])=[CH:34][CH:33]=1. (6) Given the product [CH:15]1([NH:18][C:19](=[O:36])[C:20]2[CH:25]=[CH:24][C:23]([CH3:26])=[C:22]([C:2]3[CH:3]=[C:4]4[C:8](=[CH:9][CH:10]=3)[C:7](=[O:11])[N:6]([CH2:12][CH2:13][OH:14])[CH2:5]4)[CH:21]=2)[CH2:16][CH2:17]1, predict the reactants needed to synthesize it. The reactants are: Br[C:2]1[CH:3]=[C:4]2[C:8](=[CH:9][CH:10]=1)[C:7](=[O:11])[N:6]([CH2:12][CH2:13][OH:14])[CH2:5]2.[CH:15]1([NH:18][C:19](=[O:36])[C:20]2[CH:25]=[CH:24][C:23]([CH3:26])=[C:22](B3OC(C)(C)C(C)(C)O3)[CH:21]=2)[CH2:17][CH2:16]1.O.CCOC(C)=O. (7) Given the product [CH3:20][C:15]1([CH3:19])[CH2:16][C:17](=[O:18])[N:12]([C:9]2[CH:10]=[N:11][C:6]([O:5][C:1]([N:46]3[CH2:47][CH2:48][N:43]([C:38]4[CH:39]=[CH:40][CH:41]=[CH:42][N:37]=4)[CH2:44][CH2:45]3)=[O:2])=[CH:7][CH:8]=2)[C:13](=[O:21])[CH2:14]1, predict the reactants needed to synthesize it. The reactants are: [C:1](Cl)(Cl)=[O:2].[OH:5][C:6]1[N:11]=[CH:10][C:9]([N:12]2[C:17](=[O:18])[CH2:16][C:15]([CH3:20])([CH3:19])[CH2:14][C:13]2=[O:21])=[CH:8][CH:7]=1.C(N(CC)CC)C.N12CCN(CC1)CC2.[N:37]1[CH:42]=[CH:41][CH:40]=[CH:39][C:38]=1[N:43]1[CH2:48][CH2:47][NH:46][CH2:45][CH2:44]1. (8) Given the product [F:8][C:7]1[CH:6]=[CH:5][C:4]([N:9]([CH3:25])[C:10]2[N:15]=[C:14]3[S:16][C:17]([NH:19][C:20]([CH:22]4[CH2:23][CH2:24]4)=[O:21])=[N:18][C:13]3=[CH:12][CH:11]=2)=[CH:3][C:2]=1[NH:1][C:27](=[O:28])[NH:26][C:29]1[CH:34]=[CH:33][C:32]([C:35]([F:36])([F:38])[F:37])=[CH:31][CH:30]=1, predict the reactants needed to synthesize it. The reactants are: [NH2:1][C:2]1[CH:3]=[C:4]([N:9]([CH3:25])[C:10]2[N:15]=[C:14]3[S:16][C:17]([NH:19][C:20]([CH:22]4[CH2:24][CH2:23]4)=[O:21])=[N:18][C:13]3=[CH:12][CH:11]=2)[CH:5]=[CH:6][C:7]=1[F:8].[N:26]([C:29]1[CH:34]=[CH:33][C:32]([C:35]([F:38])([F:37])[F:36])=[CH:31][CH:30]=1)=[C:27]=[O:28].